From a dataset of Forward reaction prediction with 1.9M reactions from USPTO patents (1976-2016). Predict the product of the given reaction. (1) Given the reactants [N+:1]([C:4]1[CH:5]=[C:6]([C:14]([F:17])([F:16])[F:15])[C:7]2[CH2:11][O:10][B:9]([OH:12])[C:8]=2[CH:13]=1)([O-])=O.C([O-])(O)=O.[Na+].CCOC(C)=O, predict the reaction product. The product is: [NH2:1][C:4]1[CH:5]=[C:6]([C:14]([F:16])([F:17])[F:15])[C:7]2[CH2:11][O:10][B:9]([OH:12])[C:8]=2[CH:13]=1. (2) Given the reactants Br[C:2]1[C:3]([F:10])=[C:4]([NH2:9])[CH:5]=[CH:6][C:7]=1[F:8].[F:11][C:12]1[CH:13]=[CH:14][C:15](B2OC(C)(C)C(C)(C)O2)=[C:16]([CH:19]=1)[C:17]#[N:18].[F-].[K+].C(P(C(C)(C)C)C(C)(C)C)(C)(C)C, predict the reaction product. The product is: [NH2:9][C:4]1[C:3]([F:10])=[C:2]([C:15]2[C:16]([C:17]#[N:18])=[CH:19][C:12]([F:11])=[CH:13][CH:14]=2)[C:7]([F:8])=[CH:6][CH:5]=1. (3) Given the reactants [CH3:1][CH2:2][O:3][C:4](/[C:6](/Cl)=[N:7]\[OH:8])=[O:5].[CH2:10]([O:13][CH3:14])[C:11]#[CH:12], predict the reaction product. The product is: [CH3:14][O:13][CH2:10][C:11]1[O:8][N:7]=[C:6]([C:4]([O:3][CH2:2][CH3:1])=[O:5])[CH:12]=1. (4) Given the reactants [NH2:1][C:2]1[CH:7]=[CH:6][CH:5]=[CH:4][N:3]=1.[CH3:8][C:9]1[N:14]=[C:13]([CH:15]=O)[CH:12]=[CH:11][CH:10]=1, predict the reaction product. The product is: [CH3:15][C:13]1[N:14]=[C:9]([CH2:8][NH:1][C:2]2[CH:7]=[CH:6][CH:5]=[CH:4][N:3]=2)[CH:10]=[CH:11][CH:12]=1. (5) Given the reactants C([O:4][CH2:5][CH:6]=[C:7]([CH3:16])[CH2:8][CH2:9][CH:10]=[C:11]([CH3:15])[C:12]([OH:14])=[O:13])(=O)C.C(=O)([O-])[O-].[K+].[K+].C(Cl)Cl.Cl, predict the reaction product. The product is: [OH:4][CH2:5][CH:6]=[C:7]([CH3:16])[CH2:8][CH2:9][CH:10]=[C:11]([CH3:15])[C:12]([OH:14])=[O:13]. (6) Given the reactants [CH2:1]([C:3]1[N:7]([C:8]2[N:16]=[C:15]3[C:11]([N:12]=[C:13]([CH:18]([CH:20]4[CH2:25][CH2:24][NH:23][CH2:22][CH2:21]4)[OH:19])[N:14]3[CH3:17])=[C:10]([N:26]3[CH2:31][CH2:30][O:29][CH2:28][CH2:27]3)[N:9]=2)[C:6]2[CH:32]=[CH:33][CH:34]=[CH:35][C:5]=2[N:4]=1)[CH3:2].[CH3:36][O:37][C:38](=[O:43])[C:39](Br)([CH3:41])[CH3:40], predict the reaction product. The product is: [CH2:1]([C:3]1[N:7]([C:8]2[N:16]=[C:15]3[C:11]([N:12]=[C:13]([CH:18]([OH:19])[CH:20]4[CH2:21][CH2:22][N:23]([C:39]([CH3:41])([CH3:40])[C:38]([O:37][CH3:36])=[O:43])[CH2:24][CH2:25]4)[N:14]3[CH3:17])=[C:10]([N:26]3[CH2:27][CH2:28][O:29][CH2:30][CH2:31]3)[N:9]=2)[C:6]2[CH:32]=[CH:33][CH:34]=[CH:35][C:5]=2[N:4]=1)[CH3:2]. (7) Given the reactants C[O:2][C:3](=[O:14])[CH2:4][C:5]1[CH:10]=[CH:9][C:8]([Cl:11])=[CH:7][C:6]=1[CH2:12]O.[Cl:15][C:16]1[CH:21]=[CH:20][C:19]([CH2:22][C:23]([N:25]2[CH2:30][CH2:29][N:28](C(OC(C)(C)C)=O)[CH2:27][C@@H:26]2[CH3:38])=[O:24])=[CH:18][CH:17]=1.C([O-])([O-])=O.[K+].[K+], predict the reaction product. The product is: [Cl:11][C:8]1[CH:9]=[CH:10][C:5]([CH2:4][C:3]([OH:2])=[O:14])=[C:6]([CH2:12][N:28]2[CH2:29][CH2:30][N:25]([C:23](=[O:24])[CH2:22][C:19]3[CH:20]=[CH:21][C:16]([Cl:15])=[CH:17][CH:18]=3)[C@@H:26]([CH3:38])[CH2:27]2)[CH:7]=1. (8) The product is: [Br:11][C:8]1[CH:7]=[CH:6][C:4]([NH2:5])=[C:3]([O:9][CH3:10])[C:2]=1[F:1]. Given the reactants [F:1][C:2]1[C:3]([O:9][CH3:10])=[C:4]([CH:6]=[CH:7][CH:8]=1)[NH2:5].[Br:11]Br, predict the reaction product. (9) Given the reactants [N:1]12[CH2:8][CH2:7][CH:4]([CH2:5][CH2:6]1)[C@@H:3]([O:9][C:10](=[O:25])[NH:11][C:12]1[CH:17]=[C:16](Br)[CH:15]=[CH:14][C:13]=1[C:19]1[CH:24]=[CH:23][CH:22]=[CH:21][CH:20]=1)[CH2:2]2.[CH2:26]([N:29]1[C:33]2[CH:34]=[CH:35][C:36]([CH:38]=[O:39])=[CH:37][C:32]=2[O:31][C:30]1=[O:40])[CH:27]=[CH2:28].C1(C)C=CC=CC=1P(C1C=CC=CC=1C)C1C=CC=CC=1C.C(N(CC)C(C)C)(C)C, predict the reaction product. The product is: [N:1]12[CH2:8][CH2:7][CH:4]([CH2:5][CH2:6]1)[C@@H:3]([O:9][C:10](=[O:25])[NH:11][C:12]1[CH:17]=[C:16](/[CH:28]=[CH:27]/[CH2:26][N:29]3[C:33]4[CH:34]=[CH:35][C:36]([CH:38]=[O:39])=[CH:37][C:32]=4[O:31][C:30]3=[O:40])[CH:15]=[CH:14][C:13]=1[C:19]1[CH:24]=[CH:23][CH:22]=[CH:21][CH:20]=1)[CH2:2]2.